The task is: Regression/Classification. Given a drug SMILES string, predict its absorption, distribution, metabolism, or excretion properties. Task type varies by dataset: regression for continuous measurements (e.g., permeability, clearance, half-life) or binary classification for categorical outcomes (e.g., BBB penetration, CYP inhibition). Dataset: cyp2c19_veith.. This data is from CYP2C19 inhibition data for predicting drug metabolism from PubChem BioAssay. (1) The drug is O=C(c1cccc(F)c1)N1CCC[C@@]2(CCN(Cc3ccncc3)C2)C1. The result is 0 (non-inhibitor). (2) The drug is COc1ccc(NC(=O)[C@H](COCc2ccccc2)NC(=O)OC(C)(C)C)cc1. The result is 1 (inhibitor). (3) The result is 1 (inhibitor). The drug is COc1ccc(-c2cc(C(F)(F)F)nc(NC3CCCC3)n2)cc1OC. (4) The drug is O=C(O)CCCCn1ccc(=O)[nH]c1=O. The result is 0 (non-inhibitor). (5) The compound is CCCOc1ccc(C(=O)NNC(=S)NC(=O)c2cc(-c3ccccc3)nc3ccccc23)cc1. The result is 0 (non-inhibitor). (6) The compound is COc1ccc(-n2cccc2C=O)cc1OC. The result is 0 (non-inhibitor). (7) The molecule is C#CCCCO/N=C1/C[C@@H](O)[C@@H](O)[C@@H]2[C@@H]3C(=O)N(c4cccc(Oc5ccccc5)c4)C(=O)[C@H]3CC[C@@H]12. The result is 0 (non-inhibitor).